This data is from Cav3 T-type calcium channel HTS with 100,875 compounds. The task is: Binary Classification. Given a drug SMILES string, predict its activity (active/inactive) in a high-throughput screening assay against a specified biological target. (1) The compound is S(CC(=O)Nc1c(cccc1)C(OC)=O)CC(=O)Nc1ccccc1. The result is 0 (inactive). (2) The compound is s1c2CCCCc2c(c1NC(=O)C)C#N. The result is 0 (inactive).